From a dataset of Full USPTO retrosynthesis dataset with 1.9M reactions from patents (1976-2016). Predict the reactants needed to synthesize the given product. (1) Given the product [BrH:20].[NH:15]1[C@@H:16]2[C@H:11]([CH2:10][C:9]3[C:4]([OH:3])=[C:5]([OH:18])[CH:6]=[CH:7][C:8]=3[CH2:17]2)[CH2:12][CH2:13][CH2:14]1, predict the reactants needed to synthesize it. The reactants are: Cl.C[O:3][C:4]1[C:9]2[CH2:10][C@H:11]3[C@H:16]([CH2:17][C:8]=2[CH:7]=[CH:6][C:5]=1[O:18]C)[NH:15][CH2:14][CH2:13][CH2:12]3.[BrH:20]. (2) The reactants are: Br[CH2:2][C:3]1[CH:12]=[CH:11][C:6]([C:7]([O:9][CH3:10])=[O:8])=[CH:5][C:4]=1[F:13].[F:14][C:15]1[CH:20]=[CH:19][CH:18]=[CH:17][C:16]=1[OH:21].C([O-])([O-])=O.[K+].[K+]. Given the product [F:13][C:4]1[CH:5]=[C:6]([CH:11]=[CH:12][C:3]=1[CH2:2][O:21][C:16]1[CH:17]=[CH:18][CH:19]=[CH:20][C:15]=1[F:14])[C:7]([O:9][CH3:10])=[O:8], predict the reactants needed to synthesize it. (3) Given the product [CH3:20][O:21][C:22](=[O:33])[C:23]1[CH:28]=[C:27]([C:29]#[N:30])[CH:26]=[CH:25][C:24]=1[CH2:31][N:11]([CH2:10][C:5]1[C:4]([CH:1]([CH3:3])[CH3:2])=[CH:9][CH:8]=[CH:7][N:6]=1)[CH2:12][C:13]1[C:18]([CH3:19])=[CH:17][CH:16]=[CH:15][N:14]=1, predict the reactants needed to synthesize it. The reactants are: [CH:1]([C:4]1[C:5]([CH2:10][NH:11][CH2:12][C:13]2[C:18]([CH3:19])=[CH:17][CH:16]=[CH:15][N:14]=2)=[N:6][CH:7]=[CH:8][CH:9]=1)([CH3:3])[CH3:2].[CH3:20][O:21][C:22](=[O:33])[C:23]1[CH:28]=[C:27]([C:29]#[N:30])[CH:26]=[CH:25][C:24]=1[CH2:31]Br.CCN(C(C)C)C(C)C.